From a dataset of Catalyst prediction with 721,799 reactions and 888 catalyst types from USPTO. Predict which catalyst facilitates the given reaction. (1) Reactant: COC1C=C(OC)C=CC=1C[N:6]([C:20]1[S:24][N:23]=[CH:22][N:21]=1)[S:7]([C:10]1[CH:19]=[CH:18][C:13]2[NH:14][C:15](=[O:17])[O:16][C:12]=2[CH:11]=1)(=[O:9])=[O:8].[F:31][C:32]([F:47])([F:46])[CH2:33][N:34]1[CH2:43][CH2:42][C:41]2[C:36](=[C:37]([CH2:44]O)[CH:38]=[CH:39][CH:40]=2)[CH2:35]1.C1(P(C2C=CC=CC=2)C2C=CC=CC=2)C=CC=CC=1. Product: [O:17]=[C:15]1[N:14]([CH2:44][C:37]2[CH:38]=[CH:39][CH:40]=[C:41]3[C:36]=2[CH2:35][N:34]([CH2:33][C:32]([F:47])([F:31])[F:46])[CH2:43][CH2:42]3)[C:13]2[CH:18]=[CH:19][C:10]([S:7]([NH:6][C:20]3[S:24][N:23]=[CH:22][N:21]=3)(=[O:8])=[O:9])=[CH:11][C:12]=2[O:16]1. The catalyst class is: 1. (2) The catalyst class is: 88. Reactant: Br[CH2:2][C:3]1[CH:8]=[CH:7][CH:6]=[C:5]([Cl:9])[C:4]=1[I:10].[C-:11]#[N:12].[K+]. Product: [Cl:9][C:5]1[C:4]([I:10])=[C:3]([CH2:2][C:11]#[N:12])[CH:8]=[CH:7][CH:6]=1. (3) Reactant: [CH2:1]([N:8]1[CH2:13][CH2:12][C:11]([C:15]2[CH:20]=[CH:19][CH:18]=[CH:17][CH:16]=2)(O)[CH2:10][CH2:9]1)[C:2]1[CH:7]=[CH:6][CH:5]=[CH:4][CH:3]=1.C(N(S(F)(F)[F:27])CC)C. Product: [CH2:1]([N:8]1[CH2:13][CH2:12][C:11]([F:27])([C:15]2[CH:20]=[CH:19][CH:18]=[CH:17][CH:16]=2)[CH2:10][CH2:9]1)[C:2]1[CH:7]=[CH:6][CH:5]=[CH:4][CH:3]=1. The catalyst class is: 2. (4) Reactant: [CH3:1][C:2]1([CH3:9])[CH2:7][CH2:6][C:5](=O)[CH2:4][CH2:3]1.[NH2:10][OH:11].Cl.C([O-])([O-])=O.[Na+].[Na+]. Product: [CH3:1][C:2]1([CH3:9])[CH2:7][CH2:6][C:5](=[N:10][OH:11])[CH2:4][CH2:3]1. The catalyst class is: 88. (5) Reactant: [C:1]([O:4][CH2:5][C:6]1[C:7]([N:13]2[N:22]=[CH:21][C:20]3[C:15](=[C:16]([F:27])[CH:17]=[C:18]([C:23]([CH3:26])([CH3:25])[CH3:24])[CH:19]=3)[C:14]2=[O:28])=[N:8][CH:9]=[CH:10][C:11]=1Cl)(=[O:3])[CH3:2].[B:29]1(B2OC(C)(C)C(C)(C)O2)[O:33]C(C)(C)C(C)(C)[O:30]1.CC(C1C=C(C(C)C)C(C2C=CC=CC=2P(C2CCCCC2)C2CCCCC2)=C(C(C)C)C=1)C.C([O-])(=O)C.[K+]. Product: [C:1]([O:4][CH2:5][C:6]1[C:7]([N:13]2[N:22]=[CH:21][C:20]3[C:15](=[C:16]([F:27])[CH:17]=[C:18]([C:23]([CH3:26])([CH3:25])[CH3:24])[CH:19]=3)[C:14]2=[O:28])=[N:8][CH:9]=[CH:10][C:11]=1[B:29]([OH:33])[OH:30])(=[O:3])[CH3:2]. The catalyst class is: 294. (6) Reactant: B.C1COCC1.[I:7][C:8]1[CH:16]=[CH:15][C:14]([C:17]([F:20])([F:19])[F:18])=[CH:13][C:9]=1[C:10](O)=[O:11]. Product: [I:7][C:8]1[CH:16]=[CH:15][C:14]([C:17]([F:19])([F:20])[F:18])=[CH:13][C:9]=1[CH2:10][OH:11]. The catalyst class is: 1. (7) Reactant: B(F)(F)F.C[N:6]([C:8](F)(F)[CH:9]([F:11])[F:10])C.[F:14][C:15]([F:25])([F:24])[C:16](=O)[CH2:17][C:18]([O:20][CH2:21][CH3:22])=[O:19].[CH3:26][NH:27]N. Product: [CH2:21]([O:20][C:18]([C:17]1[C:8]([CH:9]([F:11])[F:10])=[N:6][N:27]([CH3:26])[C:16]=1[C:15]([F:25])([F:24])[F:14])=[O:19])[CH3:22]. The catalyst class is: 10.